This data is from Forward reaction prediction with 1.9M reactions from USPTO patents (1976-2016). The task is: Predict the product of the given reaction. (1) Given the reactants [N:1]1([NH2:15])[C:13]2[C:12]3[CH:11]=[CH:10][CH:9]=[CH:8][C:7]=3[N:6]=[CH:5][C:4]=2[N:3]=[C:2]1[NH2:14].[N:16]1([NH2:30])[C:28]2[C:27]3[N:26]=[CH:25][CH:24]=[CH:23][C:22]=3[N:21]=[CH:20][C:19]=2[N:18]=[C:17]1[NH2:29], predict the reaction product. The product is: [CH:11]1[CH:10]=[CH:9][CH:8]=[C:7]2[C:12]=1[C:13]1[N:1]3[NH:15][CH:17]=[N:14][C:2]3=[N:3][C:4]=1[CH:5]=[N:6]2.[N:26]1[CH:25]=[CH:24][CH:23]=[C:22]2[C:27]=1[C:28]1[N:16]3[NH:30][CH:2]=[N:29][C:17]3=[N:18][C:19]=1[CH:20]=[N:21]2. (2) Given the reactants [CH2:1]([C:3]1[N:7]2[CH:8]=[CH:9][CH:10]=[C:11]([C:12]([F:15])([F:14])[F:13])[C:6]2=[N:5][C:4]=1C([O-])=O)[CH3:2].C([N:21]([CH2:24]C)CC)C.C1(P(N=[N+]=[N-])(C2C=CC=CC=2)=[O:33])C=CC=CC=1.[C:43]([OH:47])([CH3:46])([CH3:45])[CH3:44], predict the reaction product. The product is: [CH2:1]([C:3]1[N:7]2[CH:8]=[CH:9][CH:10]=[C:11]([C:12]([F:13])([F:14])[F:15])[C:6]2=[N:5][C:4]=1[NH:21][C:24](=[O:33])[O:47][C:43]([CH3:46])([CH3:45])[CH3:44])[CH3:2].